Dataset: Forward reaction prediction with 1.9M reactions from USPTO patents (1976-2016). Task: Predict the product of the given reaction. (1) The product is: [O:9]1[CH:13]=[CH:12][CH:11]=[C:10]1[C:14]([NH2:15])=[O:29].[O:19]1[CH:26]=[CH:27][CH:28]=[C:23]1[C:22]([OH:29])=[O:2]. Given the reactants P([O-])([O-])([O-])=[O:2].[K+].[K+].[K+].[O:9]1[CH:13]=[CH:12][CH:11]=[C:10]1[C:14]#[N:15].C(#N)C.[OH2:19].CN(C)[C:22](=[O:29])[C:23]1[CH:28]=[CH:27][CH:26]=CC=1, predict the reaction product. (2) Given the reactants [N:1]12[CH2:8][CH2:7][CH:4]([CH2:5][CH2:6]1)[CH:3]([NH:9][C:10]([C:12]1[CH:13]=[CH:14][CH:15]=[C:16]3[O:20][C:19]([C:21]4[CH:26]=[CH:25][C:24]([N+:27]([O-])=O)=[CH:23][CH:22]=4)=[N:18][C:17]=13)=[O:11])[CH2:2]2.[Sn](Cl)Cl, predict the reaction product. The product is: [N:1]12[CH2:6][CH2:5][CH:4]([CH2:7][CH2:8]1)[CH:3]([NH:9][C:10]([C:12]1[CH:13]=[CH:14][CH:15]=[C:16]3[O:20][C:19]([C:21]4[CH:22]=[CH:23][C:24]([NH2:27])=[CH:25][CH:26]=4)=[N:18][C:17]=13)=[O:11])[CH2:2]2. (3) The product is: [CH3:1][O:2][C:3]1[CH:8]=[CH:7][C:6]([C@H:9]([NH:11][C@H:20]2[C:21]3[N:12]=[CH:13][CH:14]=[CH:15][C:16]=3[CH2:17][CH2:18][CH2:19]2)[CH3:10])=[CH:5][CH:4]=1. Given the reactants [CH3:1][O:2][C:3]1[CH:8]=[CH:7][C:6]([C@H:9]([NH2:11])[CH3:10])=[CH:5][CH:4]=1.[N:12]1[C:21]2[C:20](=O)[CH2:19][CH2:18][CH2:17][C:16]=2[CH:15]=[CH:14][CH:13]=1.C(O)(=O)C.C(O[BH-](OC(=O)C)OC(=O)C)(=O)C.[Na+].C(=O)([O-])[O-].[Na+].[Na+], predict the reaction product.